This data is from Forward reaction prediction with 1.9M reactions from USPTO patents (1976-2016). The task is: Predict the product of the given reaction. (1) Given the reactants [O:1]1[C:5]2[CH:6]=[CH:7][CH:8]=[CH:9][C:4]=2[CH:3]=[C:2]1[C:10]([NH:12][NH2:13])=[O:11].C(N(CC)C(C)C)(C)C.[C:23]1([S:29](Cl)(=[O:31])=[O:30])[CH:28]=[CH:27][CH:26]=[CH:25][CH:24]=1.CN(C=O)C, predict the reaction product. The product is: [C:23]1([S:29]([NH:13][NH:12][C:10]([C:2]2[O:1][C:5]3[CH:6]=[CH:7][CH:8]=[CH:9][C:4]=3[CH:3]=2)=[O:11])(=[O:31])=[O:30])[CH:28]=[CH:27][CH:26]=[CH:25][CH:24]=1. (2) Given the reactants [F:1][C:2]1[CH:7]=[CH:6][C:5]([N:8]2[C:11](=[O:12])[C@H:10]([CH2:13][CH2:14][C@@H:15]([C:17]3[CH:22]=[CH:21][C:20]([F:23])=[CH:19][CH:18]=3)[OH:16])[C@H:9]2[C:24]2[CH:34]=[CH:33][C:27]([O:28][CH2:29][C:30](O)=[O:31])=[CH:26][CH:25]=2)=[CH:4][CH:3]=1.CN1CCOCC1.CN(C(ON1N=NC2C=CC=CC1=2)=[N+](C)C)C.[B-](F)(F)(F)F.[NH2:64][CH2:65][C:66]([NH:68][C@@H:69]([C:74]([OH:76])=[O:75])[C:70]([CH3:73])([CH3:72])[CH3:71])=[O:67], predict the reaction product. The product is: [F:1][C:2]1[CH:3]=[CH:4][C:5]([N:8]2[C:11](=[O:12])[C@H:10]([CH2:13][CH2:14][C@@H:15]([C:17]3[CH:22]=[CH:21][C:20]([F:23])=[CH:19][CH:18]=3)[OH:16])[C@H:9]2[C:24]2[CH:25]=[CH:26][C:27]([O:28][CH2:29][C:30]([NH:64][CH2:65][C:66]([NH:68][C@@H:69]([C:74]([OH:76])=[O:75])[C:70]([CH3:71])([CH3:72])[CH3:73])=[O:67])=[O:31])=[CH:33][CH:34]=2)=[CH:6][CH:7]=1. (3) The product is: [O:6]1[CH2:11][CH2:10][CH2:9][CH2:8][CH:7]1[N:1]1[CH:5]=[CH:4][CH:3]=[N:2]1. Given the reactants [NH:1]1[CH:5]=[CH:4][CH:3]=[N:2]1.[O:6]1[CH:11]=[CH:10][CH2:9][CH2:8][CH2:7]1.C(O)(C(F)(F)F)=O, predict the reaction product. (4) Given the reactants Cl[C:2]1[CH:7]=[CH:6][C:5]([N+:8]([O-:10])=[O:9])=[CH:4][N:3]=1.[NH2:11][CH2:12][CH2:13][NH:14][C:15]1[N:20]=[C:19]([C:21]2[CH:26]=[CH:25][C:24]([Cl:27])=[CH:23][C:22]=2[Cl:28])[C:18]([CH2:29][OH:30])=[CH:17][N:16]=1, predict the reaction product. The product is: [Cl:28][C:22]1[CH:23]=[C:24]([Cl:27])[CH:25]=[CH:26][C:21]=1[C:19]1[C:18]([CH2:29][OH:30])=[CH:17][N:16]=[C:15]([NH:14][CH2:13][CH2:12][NH:11][C:2]2[CH:7]=[CH:6][C:5]([N+:8]([O-:10])=[O:9])=[CH:4][N:3]=2)[N:20]=1. (5) Given the reactants C1(P(C2C=CC=CC=2)C2C=CC3C(=CC=CC=3)C=2C2C3C(=CC=CC=3)C=CC=2P(C2C=CC=CC=2)C2C=CC=CC=2)C=CC=CC=1.Cl.[CH3:48][Si:49]([CH3:76])([CH3:75])[CH2:50][CH2:51][O:52][CH2:53][N:54]1[C:58]2=[N:59][CH:60]=[CH:61][C:62]([C:63]3[CH:64]=[N:65][N:66]([C:68]4([CH2:72][C:73]#[N:74])[CH2:71][NH:70][CH2:69]4)[CH:67]=3)=[C:57]2[CH:56]=[CH:55]1.Br[C:78]1[CH:79]=[CH:80][C:81]([C:84]([NH:86][C@H:87]([CH:89]2[CH2:91][CH2:90]2)[CH3:88])=[O:85])=[N:82][CH:83]=1.C(=O)([O-])[O-].[Cs+].[Cs+].C([O-])(O)=O.[Na+], predict the reaction product. The product is: [C:73]([CH2:72][C:68]1([N:66]2[CH:67]=[C:63]([C:62]3[CH:61]=[CH:60][N:59]=[C:58]4[N:54]([CH2:53][O:52][CH2:51][CH2:50][Si:49]([CH3:75])([CH3:48])[CH3:76])[CH:55]=[CH:56][C:57]=34)[CH:64]=[N:65]2)[CH2:69][N:70]([C:78]2[CH:79]=[CH:80][C:81]([C:84]([NH:86][C@H:87]([CH:89]3[CH2:91][CH2:90]3)[CH3:88])=[O:85])=[N:82][CH:83]=2)[CH2:71]1)#[N:74]. (6) Given the reactants I[C:2]1[CH:7]=[CH:6][N:5]=[C:4]2[N:8]([C:11]3[CH:12]=[C:13]([S:17]([NH2:20])(=[O:19])=[O:18])[CH:14]=[CH:15][CH:16]=3)[N:9]=[CH:10][C:3]=12.CC1(C)C(C)(C)[O:25][B:24](B2OC(C)(C)C(C)(C)O2)[O:23]1.C([O-])(=O)C.[K+], predict the reaction product. The product is: [S:17]([C:13]1[CH:12]=[C:11]([N:8]2[C:4]3=[N:5][CH:6]=[CH:7][C:2]([B:24]([OH:25])[OH:23])=[C:3]3[CH:10]=[N:9]2)[CH:16]=[CH:15][CH:14]=1)(=[O:19])(=[O:18])[NH2:20]. (7) Given the reactants [N:1]1([CH2:8][CH2:9][O:10][C:11]2[CH:38]=[CH:37][C:14]([C:15]([C:17]3[C:26]4[C:21](=[CH:22][C:23]([O:27][CH3:28])=[CH:24][CH:25]=4)[CH:20]=[CH:19][C:18]=3OS(C(F)(F)F)(=O)=O)=[O:16])=[CH:13][CH:12]=2)[CH2:7][CH2:6][CH2:5][CH2:4][CH2:3][CH2:2]1.[F:39][C:40]1[CH:45]=[CH:44][CH:43]=[CH:42][C:41]=1B(O)O.[F-].[Cs+], predict the reaction product. The product is: [N:1]1([CH2:8][CH2:9][O:10][C:11]2[CH:38]=[CH:37][C:14]([C:15]([C:17]3[C:26]4[C:21](=[CH:22][C:23]([O:27][CH3:28])=[CH:24][CH:25]=4)[CH:20]=[CH:19][C:18]=3[C:41]3[CH:42]=[CH:43][CH:44]=[CH:45][C:40]=3[F:39])=[O:16])=[CH:13][CH:12]=2)[CH2:7][CH2:6][CH2:5][CH2:4][CH2:3][CH2:2]1. (8) Given the reactants [NH2:1][C:2]1[C:15]2[C:16]3=[C:17]4[C:12](=[CH:13][CH:14]=2)[CH:11]=[CH:10][CH:9]=[C:8]4[CH:7]=[CH:6][C:5]3=[CH:4][CH:3]=1.C(=O)([O-])[O-].[K+].[K+].Br[CH2:25][CH2:26][CH2:27][CH2:28][CH2:29][C:30]([O:32][CH2:33][CH3:34])=[O:31], predict the reaction product. The product is: [CH2:33]([O:32][C:30]([CH2:29][CH2:28][CH2:27][CH2:26][CH2:25][NH:1][C:2]1[C:15]2[C:16]3=[C:17]4[C:12](=[CH:13][CH:14]=2)[CH:11]=[CH:10][CH:9]=[C:8]4[CH:7]=[CH:6][C:5]3=[CH:4][CH:3]=1)=[O:31])[CH3:34].